Dataset: Full USPTO retrosynthesis dataset with 1.9M reactions from patents (1976-2016). Task: Predict the reactants needed to synthesize the given product. (1) The reactants are: CS[S:3][CH3:4].S(Cl)(Cl)(=O)=O.[Br:10][C:11]1[CH:12]=[CH:13][CH:14]=[C:15]2[C:19]=1[N:18]([CH2:20][C:21]([O:23][CH2:24][CH3:25])=[O:22])[CH:17]=[C:16]2[CH2:26][CH2:27][CH2:28][C:29]([O:31][CH2:32][CH3:33])=[O:30].C(=O)([O-])O.[Na+]. Given the product [Br:10][C:11]1[CH:12]=[CH:13][CH:14]=[C:15]2[C:19]=1[N:18]([CH2:20][C:21]([O:23][CH2:24][CH3:25])=[O:22])[C:17]([S:3][CH3:4])=[C:16]2[CH2:26][CH2:27][CH2:28][C:29]([O:31][CH2:32][CH3:33])=[O:30], predict the reactants needed to synthesize it. (2) Given the product [C:1]([NH:5][C:6]([C:8]1[CH:9]=[C:10]([CH:48]=[CH:49][CH:50]=1)[O:11][C:12]1[CH:17]=[CH:16][C:15]([NH:18][C:19]2[C:20]3[CH:45]=[C:28]([C:29]([O:31][CH3:32])=[O:30])[CH2:27][CH2:26][N:25]([CH2:36][C:37]4[CH:42]=[CH:41][C:40]([O:43][CH3:44])=[CH:39][CH:38]=4)[C:21]=3[N:22]=[CH:23][N:24]=2)=[CH:14][C:13]=1[Cl:47])=[O:7])([CH3:2])([CH3:3])[CH3:4], predict the reactants needed to synthesize it. The reactants are: [C:1]([NH:5][C:6]([C:8]1[CH:9]=[C:10]([CH:48]=[CH:49][CH:50]=1)[O:11][C:12]1[CH:17]=[CH:16][C:15]([NH:18][C:19]2[N:24]=[CH:23][N:22]=[C:21]([N:25]([CH2:36][C:37]3[CH:42]=[CH:41][C:40]([O:43][CH3:44])=[CH:39][CH:38]=3)[CH2:26][CH2:27][CH2:28][C:29]([O:31][C:32](C)(C)C)=[O:30])[C:20]=2[CH:45]=O)=[CH:14][C:13]=1[Cl:47])=[O:7])([CH3:4])([CH3:3])[CH3:2].C[O-].[Na+].CO.C(=O)(OC)OC. (3) The reactants are: [CH3:1][C:2]1([CH3:19])[O:6][C:5](=[O:7])/[C:4](=[CH:8]/[C:9]([O:11][Si](C(C)(C)C)(C)C)=[O:10])/[O:3]1.C(O)(=O)C.[F-].C([N+](CCCC)(CCCC)CCCC)CCC. Given the product [CH3:1][C:2]1([CH3:19])[O:3][C:4](=[CH:8][C:9]([OH:11])=[O:10])[C:5](=[O:7])[O:6]1, predict the reactants needed to synthesize it. (4) Given the product [Cl:1][C:2]1[CH:3]=[C:4]([C:8]([N:10]2[CH2:11][CH2:12][N:13]([C:21]([C:23]3[N:27]=[CH:26][N:25]([C:28]4[CH:33]=[CH:32][CH:31]=[C:30]([Cl:41])[CH:29]=4)[N:24]=3)=[O:22])[C:14]([CH2:16][CH3:17])([CH2:20][CH3:19])[CH2:15]2)=[O:9])[CH:5]=[CH:6][CH:7]=1, predict the reactants needed to synthesize it. The reactants are: [Cl:1][C:2]1[CH:3]=[C:4]([C:8]([N:10]2[CH2:15][C:14]3([CH2:20][CH2:19]C[CH2:17][CH2:16]3)[N:13]([C:21]([C:23]3[N:27]=[CH:26][N:25]([C:28]4[CH:33]=[CH:32][CH:31]=[CH:30][CH:29]=4)[N:24]=3)=[O:22])[CH2:12][CH2:11]2)=[O:9])[CH:5]=[CH:6][CH:7]=1.FC(F)(F)C(O)=O.[Cl:41]C1C=C(C(N2CCNC(CC)(CC)C2)=O)C=CC=1. (5) The reactants are: [C:1]([O:5][C@H:6]([C@H:8]1[CH2:12][O:11][C:10](=[O:13])[N:9]1[C:14]1[C:19]([F:20])=[CH:18][N:17]=[C:16]([NH:21][C@H:22]([CH:24]2[CH2:29][CH2:28][N:27](C(OCC3C=CC=CC=3)=O)[CH2:26][CH2:25]2)[CH3:23])[N:15]=1)[CH3:7])([CH3:4])([CH3:3])[CH3:2].[H][H]. Given the product [C:1]([O:5][C@H:6]([C@H:8]1[CH2:12][O:11][C:10](=[O:13])[N:9]1[C:14]1[C:19]([F:20])=[CH:18][N:17]=[C:16]([NH:21][C@H:22]([CH:24]2[CH2:29][CH2:28][NH:27][CH2:26][CH2:25]2)[CH3:23])[N:15]=1)[CH3:7])([CH3:3])([CH3:4])[CH3:2], predict the reactants needed to synthesize it. (6) Given the product [CH3:17][N:9]([CH2:8][CH2:7][O:6][C:5]1[CH:18]=[CH:19][C:2]([B:24]2[O:28][C:27]([CH3:30])([CH3:29])[C:26]([CH3:32])([CH3:31])[O:25]2)=[CH:3][C:4]=1[C:20]([F:23])([F:22])[F:21])[C:10](=[O:16])[O:11][C:12]([CH3:15])([CH3:14])[CH3:13], predict the reactants needed to synthesize it. The reactants are: Br[C:2]1[CH:19]=[CH:18][C:5]([O:6][CH2:7][CH2:8][N:9]([CH3:17])[C:10](=[O:16])[O:11][C:12]([CH3:15])([CH3:14])[CH3:13])=[C:4]([C:20]([F:23])([F:22])[F:21])[CH:3]=1.[B:24]1([B:24]2[O:28][C:27]([CH3:30])([CH3:29])[C:26]([CH3:32])([CH3:31])[O:25]2)[O:28][C:27]([CH3:30])([CH3:29])[C:26]([CH3:32])([CH3:31])[O:25]1.C([O-])(=O)C.[K+]. (7) Given the product [Cl:1][C:2]1[CH:13]=[CH:12][C:5]([C:6](=[O:7])[CH2:21][CH3:22])=[C:4]([NH:14][C:15]2[CH:20]=[CH:19][CH:18]=[CH:17][CH:16]=2)[CH:3]=1, predict the reactants needed to synthesize it. The reactants are: [Cl:1][C:2]1[CH:13]=[CH:12][C:5]([C:6](N(OC)C)=[O:7])=[C:4]([NH:14][C:15]2[CH:20]=[CH:19][CH:18]=[CH:17][CH:16]=2)[CH:3]=1.[CH2:21]([Mg]Br)[CH3:22].CCCCCC.C(OCC)(=O)C. (8) Given the product [C:33]([NH:36][C:37]1[CH:42]=[CH:41][C:40]([C:2]2[CH:3]=[CH:4][C:5]([CH:8]([N:15]([CH3:32])[C:16](=[O:31])[CH2:17][N:18]([C:23]3[CH:28]=[CH:27][C:26]([Cl:29])=[C:25]([Cl:30])[CH:24]=3)[CH2:19][CH2:20][O:21][CH3:22])[CH2:9][N:10]3[CH2:14][CH2:13][CH2:12][CH2:11]3)=[CH:6][CH:7]=2)=[CH:39][CH:38]=1)(=[O:35])[CH3:34], predict the reactants needed to synthesize it. The reactants are: Br[C:2]1[CH:7]=[CH:6][C:5]([CH:8]([N:15]([CH3:32])[C:16](=[O:31])[CH2:17][N:18]([C:23]2[CH:28]=[CH:27][C:26]([Cl:29])=[C:25]([Cl:30])[CH:24]=2)[CH2:19][CH2:20][O:21][CH3:22])[CH2:9][N:10]2[CH2:14][CH2:13][CH2:12][CH2:11]2)=[CH:4][CH:3]=1.[C:33]([NH:36][C:37]1[CH:42]=[CH:41][C:40](B(O)O)=[CH:39][CH:38]=1)(=[O:35])[CH3:34].C([O-])([O-])=O.[Na+].[Na+]. (9) The reactants are: [NH:1](C(OCC1C=CC=CC=1)=O)[C@H:2]([C:13]([NH:15][C@H:16]([C:27]([N:29]1[CH2:88][CH2:87][CH2:86][C@H:30]1[C:31]([NH:33][C@H:34]([C:45]([NH:47][C@H:48]([C:56]([NH:58][C@H:59]([C:67]([NH:69][C@H:70]([C:83]([NH2:85])=[O:84])[CH2:71][CH2:72][CH2:73][CH2:74][NH:75][C:76]([O:78][C:79]([CH3:82])([CH3:81])[CH3:80])=[O:77])=[O:68])[CH2:60][CH2:61][CH2:62][NH:63][C:64](=[NH:66])[NH2:65])=[O:57])[CH2:49][CH2:50][CH2:51][NH:52][C:53](=[NH:55])[NH2:54])=[O:46])[CH2:35][C:36]1[C:44]2[C:39](=[CH:40][CH:41]=[CH:42][CH:43]=2)[NH:38][CH:37]=1)=[O:32])=[O:28])[CH2:17][C:18]1[C:26]2[C:21](=[CH:22][CH:23]=[CH:24][CH:25]=2)[NH:20][CH:19]=1)=[O:14])[CH2:3][C:4]1[C:12]2[C:7](=[CH:8][CH:9]=[CH:10][CH:11]=2)[NH:6][CH:5]=1. Given the product [NH2:1][C@H:2]([C:13]([NH:15][C@H:16]([C:27]([N:29]1[CH2:88][CH2:87][CH2:86][C@H:30]1[C:31]([NH:33][C@H:34]([C:45]([NH:47][C@H:48]([C:56]([NH:58][C@H:59]([C:67]([NH:69][C@H:70]([C:83]([NH2:85])=[O:84])[CH2:71][CH2:72][CH2:73][CH2:74][NH:75][C:76]([O:78][C:79]([CH3:82])([CH3:80])[CH3:81])=[O:77])=[O:68])[CH2:60][CH2:61][CH2:62][NH:63][C:64](=[NH:65])[NH2:66])=[O:57])[CH2:49][CH2:50][CH2:51][NH:52][C:53](=[NH:54])[NH2:55])=[O:46])[CH2:35][C:36]1[C:44]2[C:39](=[CH:40][CH:41]=[CH:42][CH:43]=2)[NH:38][CH:37]=1)=[O:32])=[O:28])[CH2:17][C:18]1[C:26]2[C:21](=[CH:22][CH:23]=[CH:24][CH:25]=2)[NH:20][CH:19]=1)=[O:14])[CH2:3][C:4]1[C:12]2[C:7](=[CH:8][CH:9]=[CH:10][CH:11]=2)[NH:6][CH:5]=1, predict the reactants needed to synthesize it.